This data is from Reaction yield outcomes from USPTO patents with 853,638 reactions. The task is: Predict the reaction yield, written as a fraction of the theoretical maximum amount of product (1.0 means a 100% yield; for example, 0.34 means a 34% yield). (1) The reactants are C(OC([N:8]1[CH2:11][CH:10]([NH:12][C:13]2[CH:14]=[C:15]3[C:24](=[CH:25][C:26]=2[Br:27])[O:23][CH2:22][C:21]2[N:16]3[CH:17]([CH3:29])[C:18](=[O:28])[NH:19][N:20]=2)[CH2:9]1)=O)(C)(C)C.[C:30]([OH:36])([C:32]([F:35])([F:34])[F:33])=[O:31]. The catalyst is C(Cl)Cl. The product is [F:33][C:32]([F:35])([F:34])[C:30]([OH:36])=[O:31].[NH:8]1[CH2:9][CH:10]([NH:12][C:13]2[CH:14]=[C:15]3[C:24](=[CH:25][C:26]=2[Br:27])[O:23][CH2:22][C:21]2[N:16]3[CH:17]([CH3:29])[C:18](=[O:28])[NH:19][N:20]=2)[CH2:11]1. The yield is 0.760. (2) The reactants are [Br:1][C:2]1[CH:3]=[C:4]2[C:9](=[CH:10][CH:11]=1)[N:8]=[C:7]([C:12]1[CH:17]=[CH:16][CH:15]=[CH:14][C:13]=1[F:18])[NH:6][C:5]2=O.S(Cl)([Cl:22])=O.CN(C)C=O. The catalyst is C(Cl)(Cl)Cl. The product is [Br:1][C:2]1[CH:3]=[C:4]2[C:9](=[CH:10][CH:11]=1)[N:8]=[C:7]([C:12]1[CH:17]=[CH:16][CH:15]=[CH:14][C:13]=1[F:18])[N:6]=[C:5]2[Cl:22]. The yield is 0.900. (3) The reactants are [CH2:1]([O:8][C:9]1[C:10](=[O:16])[CH:11]=[C:12]([CH3:15])[NH:13][CH:14]=1)[C:2]1[CH:7]=[CH:6][CH:5]=[CH:4][CH:3]=1.[OH-].[Na+].[Cl:19][O-].[Na+].Cl. No catalyst specified. The product is [CH2:1]([O:8][C:9]1[C:10](=[O:16])[C:11]([Cl:19])=[C:12]([CH3:15])[NH:13][CH:14]=1)[C:2]1[CH:3]=[CH:4][CH:5]=[CH:6][CH:7]=1. The yield is 0.860.